Dataset: Reaction yield outcomes from USPTO patents with 853,638 reactions. Task: Predict the reaction yield, written as a fraction of the theoretical maximum amount of product (1.0 means a 100% yield; for example, 0.34 means a 34% yield). (1) The reactants are C1([C:7](=[N:14]CCCO)C2C=CC=CC=2)C=CC=CC=1.C1(P(C2C=CC=CC=2)C2C=CC=CC=2)C=CC=CC=1.N(C(OC(C)C)=O)=NC(OC(C)C)=O.[Cl:52][C:53]1[CH:54]=[C:55]([N:60]2[C:64](=[O:65])[O:63][N:62]=[C:61]2[C:66]2[C:67]([NH:71][C:72](=O)[C:73](F)(F)F)=[N:68][O:69][N:70]=2)[CH:56]=[CH:57][C:58]=1[F:59].[F:78][C:79]([F:84])([F:83])[C:80]([OH:82])=[O:81]. The catalyst is O1CCCC1. The product is [F:78][C:79]([F:84])([F:83])[C:80]([OH:82])=[O:81].[NH2:14][CH2:7][CH2:73][CH2:72][NH:71][C:67]1[C:66]([C:61]2[N:60]([C:55]3[CH:56]=[CH:57][C:58]([F:59])=[C:53]([Cl:52])[CH:54]=3)[C:64](=[O:65])[O:63][N:62]=2)=[N:70][O:69][N:68]=1. The yield is 0.150. (2) The reactants are [OH:1][C:2]1[CH:10]=[CH:9][C:8]([C:11]2[N:12]([C:27]([O:29][C:30]([CH3:33])([CH3:32])[CH3:31])=[O:28])[C:13]3[C:18]([CH:19]=2)=[CH:17][C:16]([CH2:20][N:21]2[CH2:26][CH2:25][CH2:24][CH2:23][CH2:22]2)=[CH:15][CH:14]=3)=[C:7]2[C:3]=1[CH2:4][NH:5][C:6]2=[O:34].C(N(CC)CC)C.[CH3:42][O:43][C:44]1[CH:49]=[CH:48][C:47]([S:50](Cl)(=[O:52])=[O:51])=[CH:46][CH:45]=1. The catalyst is C(#N)C. The product is [CH3:42][O:43][C:44]1[CH:45]=[CH:46][C:47]([S:50]([O:1][C:2]2[CH:10]=[CH:9][C:8]([C:11]3[N:12]([C:27]([O:29][C:30]([CH3:31])([CH3:33])[CH3:32])=[O:28])[C:13]4[C:18]([CH:19]=3)=[CH:17][C:16]([CH2:20][N:21]3[CH2:26][CH2:25][CH2:24][CH2:23][CH2:22]3)=[CH:15][CH:14]=4)=[C:7]3[C:3]=2[CH2:4][NH:5][C:6]3=[O:34])(=[O:52])=[O:51])=[CH:48][CH:49]=1. The yield is 0.450. (3) The reactants are [CH:1]1[C:10]2[C:5](=[CH:6][CH:7]=[CH:8][CH:9]=2)[CH:4]=[CH:3][N:2]=1.[Al+3].[Cl-].[Cl-].[Cl-].[Br:15]Br.[OH-].[Na+].[Al].O=[Al-]=O.[Na+]. No catalyst specified. The product is [Br:15][C:6]1[CH:7]=[CH:8][CH:9]=[C:10]2[C:5]=1[CH:4]=[CH:3][N:2]=[CH:1]2. The yield is 0.260.